From a dataset of Full USPTO retrosynthesis dataset with 1.9M reactions from patents (1976-2016). Predict the reactants needed to synthesize the given product. (1) Given the product [CH2:1]([O:3][C:4]([C:6]1[N:7]([CH2:22][C:21]2[CH:24]=[CH:25][C:18]([Br:17])=[CH:19][CH:20]=2)[N:8]=[CH:9][CH:10]=1)=[O:5])[CH3:2], predict the reactants needed to synthesize it. The reactants are: [CH2:1]([O:3][C:4]([C:6]1[NH:7][N:8]=[CH:9][CH:10]=1)=[O:5])[CH3:2].C([O-])([O-])=O.[K+].[K+].[Br:17][C:18]1[CH:25]=[CH:24][C:21]([CH2:22]Br)=[CH:20][CH:19]=1. (2) Given the product [CH2:1]([O:3][C:4](=[O:26])[NH:5][C:6]1[N:15]([CH2:16][C:17]2[CH:22]=[CH:21][C:20]([O:23][CH2:30][C:31]3[CH:36]=[N:35][C:34]([O:37][CH3:38])=[CH:33][CH:32]=3)=[C:19]([O:24][CH3:25])[CH:18]=2)[C:9]2=[N:10][CH:11]=[C:12]([I:14])[CH:13]=[C:8]2[N:7]=1)[CH3:2], predict the reactants needed to synthesize it. The reactants are: [CH2:1]([O:3][C:4](=[O:26])[NH:5][C:6]1[N:15]([CH2:16][C:17]2[CH:22]=[CH:21][C:20]([OH:23])=[C:19]([O:24][CH3:25])[CH:18]=2)[C:9]2=[N:10][CH:11]=[C:12]([I:14])[CH:13]=[C:8]2[N:7]=1)[CH3:2].[OH-].[Na+].Cl[CH2:30][C:31]1[CH:32]=[CH:33][C:34]([O:37][CH3:38])=[N:35][CH:36]=1. (3) The reactants are: CCO.C(O[C:7]([C:9]1[CH:10]=[N:11][C:12]2[C:17]([C:18]=1Cl)=[CH:16][CH:15]=[CH:14][CH:13]=2)=[O:8])C.[CH3:20][O:21][C:22]1[CH:27]=[CH:26][C:25]([NH:28][NH2:29])=[CH:24][CH:23]=1. Given the product [CH3:20][O:21][C:22]1[CH:27]=[CH:26][C:25]([N:28]2[C:7](=[O:8])[C:9]3[CH:10]=[N:11][C:12]4[CH:13]=[CH:14][CH:15]=[CH:16][C:17]=4[C:18]=3[NH:29]2)=[CH:24][CH:23]=1, predict the reactants needed to synthesize it. (4) Given the product [CH2:1]([C@H:8]1[CH2:13][CH2:12][N:11]([CH2:14][CH2:15][S:16]([C:19]2[CH:24]=[CH:23][C:22]([O:25][C:41](=[O:42])[C:40]3[CH:39]=[CH:38][C:37]([CH2:36][N:34]([C:32]([O:31][C:27]([CH3:29])([CH3:28])[CH3:30])=[O:33])[CH3:35])=[CH:45][CH:44]=3)=[CH:21][CH:20]=2)(=[O:18])=[O:17])[CH2:10][C@H:9]1[OH:26])[C:2]1[CH:7]=[CH:6][CH:5]=[CH:4][CH:3]=1, predict the reactants needed to synthesize it. The reactants are: [CH2:1]([C@H:8]1[CH2:13][CH2:12][N:11]([CH2:14][CH2:15][S:16]([C:19]2[CH:24]=[CH:23][C:22]([OH:25])=[CH:21][CH:20]=2)(=[O:18])=[O:17])[CH2:10][C@H:9]1[OH:26])[C:2]1[CH:7]=[CH:6][CH:5]=[CH:4][CH:3]=1.[C:27]([O:31][C:32]([N:34]([CH2:36][C:37]1[CH:45]=[CH:44][C:40]([C:41](O)=[O:42])=[CH:39][CH:38]=1)[CH3:35])=[O:33])([CH3:30])([CH3:29])[CH3:28]. (5) The reactants are: [Br:1][C:2]1[CH:9]=[CH:8][C:5]([CH:6]=[O:7])=[C:4]([F:10])[CH:3]=1.O.[C:12]1(C)C=CC(S(O)(=O)=O)=CC=1.[C:23](=[O:26])([O-])[O-].[Na+].[Na+]. Given the product [Br:1][C:2]1[CH:9]=[CH:8][C:5]([CH:6]([O:26][CH3:23])[O:7][CH3:12])=[C:4]([F:10])[CH:3]=1, predict the reactants needed to synthesize it.